Dataset: Catalyst prediction with 721,799 reactions and 888 catalyst types from USPTO. Task: Predict which catalyst facilitates the given reaction. (1) Reactant: [C:1]([C:5]1[O:9][N:8]=[C:7]([NH:10][C:11]([NH:13][C:14]2[CH:19]=[CH:18][CH:17]=[C:16]([O:20][C:21]3[C:30]4[C:25](=[CH:26][C:27]([O:33][C@H:34]5[CH2:38][CH2:37][NH:36][CH2:35]5)=[C:28]([O:31][CH3:32])[CH:29]=4)[N:24]=[CH:23][N:22]=3)[CH:15]=2)=[O:12])[CH:6]=1)([CH3:4])([CH3:3])[CH3:2].C(N(CC)C(C)C)(C)C.FC(F)(F)S(O[CH2:54][CH:55]([F:57])[F:56])(=O)=O. Product: [C:1]([C:5]1[O:9][N:8]=[C:7]([NH:10][C:11]([NH:13][C:14]2[CH:19]=[CH:18][CH:17]=[C:16]([O:20][C:21]3[C:30]4[C:25](=[CH:26][C:27]([O:33][C@H:34]5[CH2:38][CH2:37][N:36]([CH2:54][CH:55]([F:57])[F:56])[CH2:35]5)=[C:28]([O:31][CH3:32])[CH:29]=4)[N:24]=[CH:23][N:22]=3)[CH:15]=2)=[O:12])[CH:6]=1)([CH3:4])([CH3:2])[CH3:3]. The catalyst class is: 2. (2) Reactant: [C:1]([O:5][C:6]([N:8]1[CH2:13][CH2:12][N:11]([C:14]([C:16]2[CH:20]=[C:19]([CH3:21])[N:18]([C:22]3[CH:27]=[CH:26][CH:25]=[CH:24][CH:23]=3)[C:17]=2[C:28]2[CH:33]=[CH:32][CH:31]=[CH:30][CH:29]=2)=[O:15])[CH:10]([CH2:34][C:35]([OH:37])=O)[CH2:9]1)=[O:7])([CH3:4])([CH3:3])[CH3:2].[CH3:38][C:39]1NN=[N:41][N:40]=1.C1CCC(N=C=NC2CCCCC2)CC1. Product: [CH3:21][C:19]1[N:18]([C:22]2[CH:23]=[CH:24][CH:25]=[CH:26][CH:27]=2)[C:17]([C:28]2[CH:33]=[CH:32][CH:31]=[CH:30][CH:29]=2)=[C:16]([C:14]([N:11]2[CH2:12][CH2:13][N:8]([C:6]([O:5][C:1]([CH3:4])([CH3:2])[CH3:3])=[O:7])[CH2:9][CH:10]2[CH2:34][C:35]2[O:37][C:39]([CH3:38])=[N:40][N:41]=2)=[O:15])[CH:20]=1. The catalyst class is: 11. (3) Reactant: [CH3:1][O:2][C:3](=[O:20])[C:4]1[CH:9]=[CH:8][C:7]([CH2:10][NH:11][C:12]2[N:17]=[C:16]([Cl:18])[N:15]=[C:14](Cl)[N:13]=2)=[CH:6][CH:5]=1.[NH3:21].[NH4+].[Cl-]. Product: [CH3:1][O:2][C:3](=[O:20])[C:4]1[CH:5]=[CH:6][C:7]([CH2:10][NH:11][C:12]2[N:13]=[C:14]([NH2:21])[N:15]=[C:16]([Cl:18])[N:17]=2)=[CH:8][CH:9]=1. The catalyst class is: 225. (4) Reactant: [Br:1][C:2]1[CH:7]=[CH:6][CH:5]=[CH:4][C:3]=1[CH2:8][CH2:9][CH:10]([C:12]1[CH:17]=[CH:16][CH:15]=[C:14]([CH:18]2[O:22][CH2:21][CH2:20][O:19]2)[CH:13]=1)[OH:11].[Cr](Cl)([O-])(=O)=O.[NH+]1C=CC=CC=1.C(OCC)C. Product: [Br:1][C:2]1[CH:7]=[CH:6][CH:5]=[CH:4][C:3]=1[CH2:8][CH2:9][C:10]([C:12]1[CH:17]=[CH:16][CH:15]=[C:14]([CH:18]2[O:19][CH2:20][CH2:21][O:22]2)[CH:13]=1)=[O:11]. The catalyst class is: 4.